From a dataset of Forward reaction prediction with 1.9M reactions from USPTO patents (1976-2016). Predict the product of the given reaction. (1) Given the reactants [Br:1][C:2]1[C:3]2[C:7]([CH:8]=[CH:9][C:10]=1[F:11])=[N:6][N:5]1[C:12]([CH:17]3[CH2:22][CH2:21][N:20](C(OC(C)(C)C)=O)[CH2:19][CH2:18]3)=[CH:13][C:14](=[O:16])[NH:15][C:4]=21.[ClH:30], predict the reaction product. The product is: [ClH:30].[Br:1][C:2]1[C:3]2[C:7]([CH:8]=[CH:9][C:10]=1[F:11])=[N:6][N:5]1[C:12]([CH:17]3[CH2:22][CH2:21][NH:20][CH2:19][CH2:18]3)=[CH:13][C:14](=[O:16])[NH:15][C:4]=21. (2) Given the reactants [BH4-].[Na+].[O:3]=[C:4]([C:10]1[C:14]2[CH:15]=[CH:16][CH:17]=[CH:18][C:13]=2[S:12][C:11]=1[C:19]1[CH:24]=[CH:23][CH:22]=[CH:21][CH:20]=1)[C:5]([O:7][CH2:8][CH3:9])=[O:6], predict the reaction product. The product is: [OH:3][CH:4]([C:10]1[C:14]2[CH:15]=[CH:16][CH:17]=[CH:18][C:13]=2[S:12][C:11]=1[C:19]1[CH:24]=[CH:23][CH:22]=[CH:21][CH:20]=1)[C:5]([O:7][CH2:8][CH3:9])=[O:6]. (3) Given the reactants [CH3:1][O:2][C:3]1[CH:8]=[CH:7][C:6]([C:9]2[CH:14]=[CH:13][N:12]=[C:11]([NH2:15])[C:10]=2[NH2:16])=[CH:5][CH:4]=1.[CH3:17][S:18]([C:21]1[CH:22]=[C:23]([CH:27]=[CH:28][CH:29]=1)[C:24](O)=O)(=[O:20])=[O:19], predict the reaction product. The product is: [CH3:1][O:2][C:3]1[CH:8]=[CH:7][C:6]([C:9]2[CH:14]=[CH:13][N:12]=[C:11]3[NH:15][C:24]([C:23]4[CH:27]=[CH:28][CH:29]=[C:21]([S:18]([CH3:17])(=[O:20])=[O:19])[CH:22]=4)=[N:16][C:10]=23)=[CH:5][CH:4]=1. (4) Given the reactants [Br:1][C:2]1[CH:7]=[CH:6][C:5]([CH2:8]Br)=[C:4]([CH3:10])[CH:3]=1.[C-:11]#[N:12].[K+], predict the reaction product. The product is: [Br:1][C:2]1[CH:7]=[CH:6][C:5]([CH2:8][C:11]#[N:12])=[C:4]([CH3:10])[CH:3]=1.